Dataset: Full USPTO retrosynthesis dataset with 1.9M reactions from patents (1976-2016). Task: Predict the reactants needed to synthesize the given product. (1) Given the product [CH3:19][C:4]1[N:3]=[C:2]([C:20]#[N:21])[C:7]([C:8]([F:11])([F:10])[F:9])=[C:6]([C:12]([F:18])([F:17])[C:13]([F:16])([F:15])[F:14])[N:5]=1, predict the reactants needed to synthesize it. The reactants are: F[C:2]1[C:7]([C:8]([F:11])([F:10])[F:9])=[C:6]([C:12]([F:18])([F:17])[C:13]([F:16])([F:15])[F:14])[N:5]=[C:4]([CH3:19])[N:3]=1.[C-:20]#[N:21].[Na+].O.C(OCC)(=O)C. (2) The reactants are: [CH3:1][NH:2][C:3]1[CH:4]=[C:5]([OH:12])[CH:6]=[CH:7][C:8]=1[N+:9]([O-])=O.[CH:13](O)=O. Given the product [CH3:1][N:2]1[C:3]2[CH:4]=[C:5]([OH:12])[CH:6]=[CH:7][C:8]=2[N:9]=[CH:13]1, predict the reactants needed to synthesize it. (3) Given the product [OH:12][CH2:11][CH2:10][NH:9][CH2:2][C:3]1[CH2:8][CH2:7][CH2:6][CH2:5][CH:4]=1, predict the reactants needed to synthesize it. The reactants are: Br[CH2:2][C:3]1[CH2:8][CH2:7][CH2:6][CH2:5][CH:4]=1.[NH2:9][CH2:10][CH2:11][OH:12]. (4) Given the product [OH:12][C:11]1[N:6]([CH:66]([CH2:65][CH2:64][CH3:56])[CH2:67][CH2:68][CH3:69])[C:7](=[O:26])[N:8]([CH:43]([CH2:40][CH2:41][CH3:42])[CH2:44][CH2:46][CH3:47])[C:9](=[O:20])[C:10]=1[C:13]([NH:15][CH2:16][C:17]([OH:19])=[O:18])=[O:14], predict the reactants needed to synthesize it. The reactants are: C(C([N:6]1[C:11]([OH:12])=[C:10]([C:13]([NH:15][CH2:16][C:17]([OH:19])=[O:18])=[O:14])[C:9](=[O:20])[N:8](C(CC)CC)[C:7]1=[O:26])CC)C.[CH2:41]([CH:40](N1C(=O)CC(=O)N([CH:40]([CH2:43][CH3:44])[CH2:41][CH3:42])C1=O)[CH2:43][CH3:44])[CH3:42].[CH:46](N(C(C)C)CC)(C)[CH3:47].N(CC(OCC)=O)=[C:56]=O.[CH3:64][CH2:65][CH2:66][CH2:67][CH2:68][CH3:69]. (5) Given the product [CH:1]1([NH:7][C:8]([C:10]2[C:11]([S:16][CH2:17][CH:18]([OH:19])[C:20]3[CH:25]=[CH:24][CH:23]=[CH:22][CH:21]=3)=[N:12][CH:13]=[CH:14][CH:15]=2)=[O:9])[CH2:6][CH2:5][CH2:4][CH2:3][CH2:2]1, predict the reactants needed to synthesize it. The reactants are: [CH:1]1([NH:7][C:8]([C:10]2[C:11]([S:16][CH2:17][C:18]([C:20]3[CH:25]=[CH:24][CH:23]=[CH:22][CH:21]=3)=[O:19])=[N:12][CH:13]=[CH:14][CH:15]=2)=[O:9])[CH2:6][CH2:5][CH2:4][CH2:3][CH2:2]1.[BH4-].[Na+].O.